Dataset: Forward reaction prediction with 1.9M reactions from USPTO patents (1976-2016). Task: Predict the product of the given reaction. (1) Given the reactants C(OC(=O)[C@@H](OC)CC1C=CC(OCC(O)=O)=CC=1)C.O(C1C=CC(CCN)=CC=1)C1C=CC=CC=1.[CH2:37]([O:39][C@@H:40]([CH2:44][C:45]1[CH:50]=[CH:49][C:48]([O:51][C@@H:52]([C:54](=[O:71])[NH:55][CH2:56][CH2:57][C:58]2[CH:63]=[CH:62][C:61]([O:64][C:65]3[CH:70]=[CH:69][CH:68]=[CH:67][CH:66]=3)=[CH:60][CH:59]=2)C)=[CH:47][CH:46]=1)[C:41]([OH:43])=[O:42])C, predict the reaction product. The product is: [CH3:37][O:39][C@@H:40]([CH2:44][C:45]1[CH:46]=[CH:47][C:48]([O:51][CH2:52][C:54](=[O:71])[NH:55][CH2:56][CH2:57][C:58]2[CH:59]=[CH:60][C:61]([O:64][C:65]3[CH:70]=[CH:69][CH:68]=[CH:67][CH:66]=3)=[CH:62][CH:63]=2)=[CH:49][CH:50]=1)[C:41]([OH:43])=[O:42]. (2) Given the reactants [NH2:1][C:2]1[CH:44]=[CH:43][C:5]([C:6]([NH:8][CH:9]2[CH2:14][CH:13]([NH:15][C:16]3[N:21]=[C:20]([C:22]4[C:30]5[C:25](=[CH:26][CH:27]=[CH:28][CH:29]=5)[N:24](S(C5C=CC=CC=5)(=O)=O)[CH:23]=4)[C:19]([Cl:40])=[CH:18][N:17]=3)[CH2:12][C:11]([F:42])([F:41])[CH2:10]2)=[O:7])=[CH:4][CH:3]=1.C(O)(C(F)(F)F)=O.[OH-].[Na+].O, predict the reaction product. The product is: [NH2:1][C:2]1[CH:44]=[CH:43][C:5]([C:6]([NH:8][CH:9]2[CH2:14][CH:13]([NH:15][C:16]3[N:21]=[C:20]([C:22]4[C:30]5[C:25](=[CH:26][CH:27]=[CH:28][CH:29]=5)[NH:24][CH:23]=4)[C:19]([Cl:40])=[CH:18][N:17]=3)[CH2:12][C:11]([F:42])([F:41])[CH2:10]2)=[O:7])=[CH:4][CH:3]=1. (3) Given the reactants Br[C:2]1[CH:3]=[C:4]([C:8]2[C:17]3[C:12](=[N:13][CH:14]=[C:15]([C:18](=[O:26])[C:19]4[CH:24]=[CH:23][C:22]([Cl:25])=[CH:21][CH:20]=4)[CH:16]=3)[N:11]([CH3:27])[C:10](=[O:28])[CH:9]=2)[CH:5]=[CH:6][CH:7]=1.[Si:29]([C:33]#[CH:34])([CH3:32])([CH3:31])[CH3:30], predict the reaction product. The product is: [Cl:25][C:22]1[CH:23]=[CH:24][C:19]([C:18]([C:15]2[CH:16]=[C:17]3[C:12](=[N:13][CH:14]=2)[N:11]([CH3:27])[C:10](=[O:28])[CH:9]=[C:8]3[C:4]2[CH:5]=[CH:6][CH:7]=[C:2]([C:34]#[C:33][Si:29]([CH3:32])([CH3:31])[CH3:30])[CH:3]=2)=[O:26])=[CH:20][CH:21]=1.